Dataset: Catalyst prediction with 721,799 reactions and 888 catalyst types from USPTO. Task: Predict which catalyst facilitates the given reaction. (1) Reactant: [CH:1]1[C:6]2[CH:7]([CH2:10][C:11]#[N:12])[CH2:8][CH2:9][C:5]=2[CH:4]=[CH:3][N:2]=1.[NH2:13]OC1C=CC([N+]([O-])=O)=CC=1[N+]([O-])=O.[C:27]([O:33][CH2:34][CH3:35])(=[O:32])[C:28]#[C:29][CH2:30][CH3:31].C(=O)([O-])[O-].[K+].[K+]. Product: [C:11]([CH2:10][CH:7]1[C:6]2[C:1]3[N:2]([N:13]=[C:29]([CH2:30][CH3:31])[C:28]=3[C:27]([O:33][CH2:34][CH3:35])=[O:32])[CH:3]=[CH:4][C:5]=2[CH2:9][CH2:8]1)#[N:12]. The catalyst class is: 47. (2) Reactant: C([N:8]1[CH2:20][C@H:19]2[C@H:11]([CH2:12][C:13]3[C:18]2=[CH:17][C:16]([C:21]2[CH:26]=[CH:25][C:24]([C:27]([F:30])([F:29])[F:28])=[CH:23][C:22]=2[Cl:31])=[CH:15][C:14]=3[CH3:32])[CH2:10][CH2:9]1)C1C=CC=CC=1.C(O)(=O)C. Product: [Cl:31][C:22]1[CH:23]=[C:24]([C:27]([F:30])([F:28])[F:29])[CH:25]=[CH:26][C:21]=1[C:16]1[CH:17]=[C:18]2[C:13](=[C:14]([CH3:32])[CH:15]=1)[CH2:12][C@H:11]1[C@@H:19]2[CH2:20][NH:8][CH2:9][CH2:10]1. The catalyst class is: 105. (3) Reactant: [Cl:1][C:2]1[CH:7]=[C:6]2[NH:8][C:9](=[O:36])[C:10]3([CH:15]([C:16]4[CH:21]=[CH:20][CH:19]=[C:18]([Cl:22])[CH:17]=4)[CH2:14][C:13](=[O:23])[N:12]([CH2:24][CH2:25][CH2:26]Cl)[CH:11]3[C:28]3[CH:33]=[C:32]([F:34])[CH:31]=[CH:30][C:29]=3[CH3:35])[C:5]2=[CH:4][CH:3]=1.COC([Si](C)(C)C)C.[NH:45]1[CH2:50][CH2:49][O:48][CH2:47][CH2:46]1.CCN(C(C)C)C(C)C. Product: [Cl:1][C:2]1[CH:7]=[C:6]2[NH:8][C:9](=[O:36])[C:10]3([CH:15]([C:16]4[CH:21]=[CH:20][CH:19]=[C:18]([Cl:22])[CH:17]=4)[CH2:14][C:13](=[O:23])[N:12]([CH2:24][CH2:25][CH2:26][N:45]4[CH2:50][CH2:49][O:48][CH2:47][CH2:46]4)[CH:11]3[C:28]3[CH:33]=[C:32]([F:34])[CH:31]=[CH:30][C:29]=3[CH3:35])[C:5]2=[CH:4][CH:3]=1. The catalyst class is: 55. (4) Reactant: [CH:1]1([N:6]2[C:15]3[N:14]=[C:13]([C:16]4[CH:21]=[CH:20][N:19]=[C:18](F)[CH:17]=4)[N:12]=[CH:11][C:10]=3[N:9]3[CH:23]=[N:24][N:25]=[C:8]3[C@H:7]2[CH2:26][CH3:27])[CH2:5][CH2:4][CH2:3][CH2:2]1.[NH:28]([CH3:30])[CH3:29].Cl.C([O-])([O-])=O.[Na+].[Na+]. Product: [CH:1]1([N:6]2[C:15]3[N:14]=[C:13]([C:16]4[CH:21]=[CH:20][N:19]=[C:18]([N:28]([CH3:30])[CH3:29])[CH:17]=4)[N:12]=[CH:11][C:10]=3[N:9]3[CH:23]=[N:24][N:25]=[C:8]3[C@H:7]2[CH2:26][CH3:27])[CH2:5][CH2:4][CH2:3][CH2:2]1. The catalyst class is: 16. (5) Reactant: [NH2:1][C@@H:2]([C:7]([NH:10][C:11]([O:13][C:14]([CH3:17])([CH3:16])[CH3:15])=[O:12])([CH3:9])[CH3:8])[C:3]([O:5][CH3:6])=[O:4].CCN(C(C)C)C(C)C.[OH:27][C@H:28]([CH2:42][OH:43])[C:29]#[C:30][C:31]#[C:32][C:33]1[CH:41]=[CH:40][C:36]([C:37](O)=[O:38])=[CH:35][CH:34]=1.CN(C(ON1N=NC2C=CC=NC1=2)=[N+](C)C)C.F[P-](F)(F)(F)(F)F. Product: [C:14]([O:13][C:11]([NH:10][C:7]([CH3:9])([CH3:8])[C@H:2]([NH:1][C:37](=[O:38])[C:36]1[CH:35]=[CH:34][C:33]([C:32]#[C:31][C:30]#[C:29][C@H:28]([OH:27])[CH2:42][OH:43])=[CH:41][CH:40]=1)[C:3]([O:5][CH3:6])=[O:4])=[O:12])([CH3:17])([CH3:16])[CH3:15]. The catalyst class is: 31. (6) Reactant: [CH3:1]C(O)=O.C([N:12]1[CH2:16][C@@H:15]([C:17]2[CH:22]=[CH:21][CH:20]=[C:19]([F:23])[CH:18]=2)[C@H:14]([NH:24][C:25](=[O:33])[O:26][CH2:27][CH2:28][Si](C)(C)C)[CH2:13]1)C1C=CC=CC=1.OCC1(OC[C@@H](O)[C@@H](O)[C@H]1O)O. Product: [CH2:27]([O:26][C:25](=[O:33])[NH:24][C@H:14]1[C@H:15]([C:17]2[CH:22]=[CH:21][CH:20]=[C:19]([F:23])[CH:18]=2)[CH2:16][NH:12][CH2:13]1)[CH2:28][CH3:1]. The catalyst class is: 50. (7) Reactant: [Br:1][C:2]1[CH:8]=[CH:7][C:5]([NH2:6])=[C:4]([F:9])[CH:3]=1.C[Si]([N-][Si](C)(C)C)(C)C.[Na+].[C:20](O[C:20]([O:22][C:23]([CH3:26])([CH3:25])[CH3:24])=[O:21])([O:22][C:23]([CH3:26])([CH3:25])[CH3:24])=[O:21].C(=O)(O)[O-].[Na+]. Product: [C:23]([O:22][C:20](=[O:21])[NH:6][C:5]1[CH:7]=[CH:8][C:2]([Br:1])=[CH:3][C:4]=1[F:9])([CH3:26])([CH3:25])[CH3:24]. The catalyst class is: 165.